Task: Predict the reactants needed to synthesize the given product.. Dataset: Full USPTO retrosynthesis dataset with 1.9M reactions from patents (1976-2016) (1) Given the product [CH2:23]([O:30][C:31]1[CH:32]=[C:33]2[C:38](=[CH:39][CH:40]=1)[N:37]=[C:36]([O:15][CH:6]1[CH2:7][C:2]([CH3:11])([CH3:1])[NH:3][C:4]([CH3:9])([CH3:8])[CH2:5]1)[CH:35]=[CH:34]2)[C:24]1[CH:29]=[CH:28][CH:27]=[CH:26][CH:25]=1, predict the reactants needed to synthesize it. The reactants are: [CH3:1][C:2]1([CH3:11])[CH2:7][CH2:6][CH2:5][C:4]([CH3:9])([CH3:8])[N:3]1O.CC(C)([O-:15])C.[K+].C1COCC1.[CH2:23]([O:30][C:31]1[CH:32]=[C:33]2[C:38](=[CH:39][CH:40]=1)[N:37]=[C:36](Cl)[CH:35]=[CH:34]2)[C:24]1[CH:29]=[CH:28][CH:27]=[CH:26][CH:25]=1. (2) Given the product [CH:1]([C:4]1[CH:5]=[CH:6][C:7]([CH2:8][O:9][C:10]([N:12]2[CH2:17][CH2:16][CH2:15][CH:14]([C:18]3[CH:23]=[CH:22][CH:21]=[C:20]([O:24][C:25]([C:28]([OH:30])=[O:29])([CH3:27])[CH3:26])[CH:19]=3)[CH2:13]2)=[O:11])=[CH:33][CH:34]=1)([CH3:3])[CH3:2], predict the reactants needed to synthesize it. The reactants are: [CH:1]([C:4]1[CH:34]=[CH:33][C:7]([CH2:8][O:9][C:10]([N:12]2[CH2:17][CH2:16][CH2:15][CH:14]([C:18]3[CH:23]=[CH:22][CH:21]=[C:20]([O:24][C:25]([C:28]([O:30]CC)=[O:29])([CH3:27])[CH3:26])[CH:19]=3)[CH2:13]2)=[O:11])=[CH:6][CH:5]=1)([CH3:3])[CH3:2].C(=O)([O-])[O-].[K+].[K+].CO.